This data is from KCNQ2 potassium channel screen with 302,405 compounds. The task is: Binary Classification. Given a drug SMILES string, predict its activity (active/inactive) in a high-throughput screening assay against a specified biological target. (1) The drug is S(=O)(=O)(N1CCCCC1)c1c(OC)ccc(NC(=O)COc2ccc(OC)cc2)c1. The result is 0 (inactive). (2) The compound is S=C(N\N=C1\c2c(N(Cc3oc(cc3)C(OC)=O)C1=O)cccc2)N. The result is 0 (inactive). (3) The compound is Fc1ccc(c2c(nn3c2ncc(c3)C(=O)c2cc(ccc2O)C)CC)cc1. The result is 0 (inactive). (4) The molecule is S(Cc1c(oc(c1)C(OC)=O)CC)C(N)=N. The result is 0 (inactive). (5) The molecule is O1c2cc(CNC(=O)c3cc4nc(n(c4cc3)c3cc(ccc3)C)C)ccc2OC1. The result is 0 (inactive). (6) The drug is O(c1cc2n3nccc3nnc2cc1)C(=O)N(C)C. The result is 0 (inactive).